Dataset: Full USPTO retrosynthesis dataset with 1.9M reactions from patents (1976-2016). Task: Predict the reactants needed to synthesize the given product. (1) Given the product [Cl:16][C:14]([O:1][C:2]1[CH:3]=[CH:4][C:5]([C:8]2[CH:13]=[CH:12][CH:11]=[CH:10][CH:9]=2)=[CH:6][CH:7]=1)=[O:15], predict the reactants needed to synthesize it. The reactants are: [OH:1][C:2]1[CH:7]=[CH:6][C:5]([C:8]2[CH:13]=[CH:12][CH:11]=[CH:10][CH:9]=2)=[CH:4][CH:3]=1.[C:14](Cl)([Cl:16])=[O:15].CN(C)C1C=CC=CC=1.O. (2) Given the product [NH:11]1[C:15]2=[N:16][CH:17]=[CH:18][C:19]([CH2:20][NH:10][C:9]3[CH:8]=[CH:7][S:6][C:5]=3[C:3]([O:2][CH3:1])=[O:4])=[C:14]2[CH:13]=[CH:12]1, predict the reactants needed to synthesize it. The reactants are: [CH3:1][O:2][C:3]([C:5]1[S:6][CH:7]=[CH:8][C:9]=1[NH2:10])=[O:4].[NH:11]1[C:15]2[N:16]=[CH:17][CH:18]=[C:19]([CH:20]=O)[C:14]=2[CH:13]=[CH:12]1.C([SiH](CC)CC)C.[OH-].[Na+].C([O-])(O)=O.[Na+]. (3) Given the product [Br:16][C:13]1[N:10]2[CH:11]=[CH:12][C:7]([CH2:6][N:1]3[CH:5]=[N:4][CH:3]=[N:2]3)=[N:8][C:9]2=[N:15][CH:14]=1, predict the reactants needed to synthesize it. The reactants are: [N:1]1([CH2:6][C:7]2[CH:12]=[CH:11][N:10]3[CH:13]=[CH:14][N:15]=[C:9]3[N:8]=2)[CH:5]=[N:4][CH:3]=[N:2]1.[Br-:16].[K+].C([O-])(=O)C.[Na+].BrBr. (4) Given the product [Cl:20][C:21]1[CH:22]=[C:23]([N:30]2[CH2:35][CH2:34][N:33]([C:10]([C:9]3[CH:13]=[C:5]([S:2]([CH3:1])(=[O:3])=[O:4])[CH:6]=[CH:7][C:8]=3[C:14]3[S:15][CH:16]=[CH:17][CH:18]=3)=[O:12])[CH2:32][CH2:31]2)[CH:24]=[C:25]([Cl:29])[C:26]=1[O:27][CH3:28], predict the reactants needed to synthesize it. The reactants are: [CH3:1][S:2]([C:5]1[CH:6]=[CH:7][C:8]([C:14]2[S:15][CH:16]=[CH:17][CH:18]=2)=[C:9]([CH:13]=1)[C:10]([OH:12])=O)(=[O:4])=[O:3].Cl.[Cl:20][C:21]1[CH:22]=[C:23]([N:30]2[CH2:35][CH2:34][NH:33][CH2:32][CH2:31]2)[CH:24]=[C:25]([Cl:29])[C:26]=1[O:27][CH3:28]. (5) Given the product [CH3:12][S:1][C:2]1[N:7]=[C:6]([OH:8])[N:5]2[N:9]=[CH:10][CH:11]=[C:4]2[N:3]=1, predict the reactants needed to synthesize it. The reactants are: [SH:1][C:2]1[N:7]=[C:6]([OH:8])[N:5]2[N:9]=[CH:10][CH:11]=[C:4]2[N:3]=1.[CH3:12]I.C.